From a dataset of Forward reaction prediction with 1.9M reactions from USPTO patents (1976-2016). Predict the product of the given reaction. (1) Given the reactants [N:1]1[NH:2][N:3]=[N:4][C:5]=1[CH2:6][NH:7][C:8]([C@@H:10]1[CH2:18][C:17]2[C:12](=[CH:13][CH:14]=[CH:15][CH:16]=2)[N:11]1[C:19](=[O:49])[CH2:20][NH:21][C:22](=[O:48])[C@@H:23]([NH:28][C:29](=[O:47])[CH2:30][C@@H:31]([NH:39]C(OC(C)(C)C)=O)[C:32]([O:34]C(C)(C)C)=[O:33])[C@@H:24]([CH3:27])[CH2:25][CH3:26])=[O:9], predict the reaction product. The product is: [NH2:39][C@H:31]([CH2:30][C:29](=[O:47])[NH:28][C@H:23]([C:22](=[O:48])[NH:21][CH2:20][C:19](=[O:49])[N:11]1[C:12]2[C:17](=[CH:16][CH:15]=[CH:14][CH:13]=2)[CH2:18][C@H:10]1[C:8](=[O:9])[NH:7][CH2:6][C:5]1[N:4]=[N:3][NH:2][N:1]=1)[C@@H:24]([CH3:27])[CH2:25][CH3:26])[C:32]([OH:34])=[O:33]. (2) The product is: [Cl:1][C:2]1[CH:3]=[C:4]([N:9]2[C:13]([C:14]3[CH:19]=[C:18]([C:20]([F:22])([F:23])[F:21])[CH:17]=[C:16]([F:24])[CH:15]=3)=[CH:12][C:11]([C:25]([OH:27])=[O:26])=[N:10]2)[CH:5]=[CH:6][C:7]=1[F:8]. Given the reactants [Cl:1][C:2]1[CH:3]=[C:4]([N:9]2[C:13]([C:14]3[CH:19]=[C:18]([C:20]([F:23])([F:22])[F:21])[CH:17]=[C:16]([F:24])[CH:15]=3)=[CH:12][C:11]([C:25]([O:27]CC)=[O:26])=[N:10]2)[CH:5]=[CH:6][C:7]=1[F:8].ClC1C=C(N2C(C3C=C(F)C=C(Cl)C=3)=CC(C(O)=O)=N2)C=CC=1F, predict the reaction product.